This data is from Full USPTO retrosynthesis dataset with 1.9M reactions from patents (1976-2016). The task is: Predict the reactants needed to synthesize the given product. (1) Given the product [Cl:1][C:2]1[CH:7]=[C:6]([C:8]([F:10])([F:11])[F:9])[CH:5]=[CH:4][C:3]=1[C:12]1[CH:17]=[CH:16][N:15]=[C:14]([NH:36][CH:33]([CH2:32][O:31][CH3:30])[CH2:34][CH3:35])[C:13]=1[N+:26]([O-:28])=[O:27], predict the reactants needed to synthesize it. The reactants are: [Cl:1][C:2]1[CH:7]=[C:6]([C:8]([F:11])([F:10])[F:9])[CH:5]=[CH:4][C:3]=1[C:12]1[CH:17]=[CH:16][N:15]=[C:14](OS(C(F)(F)F)(=O)=O)[C:13]=1[N+:26]([O-:28])=[O:27].Cl.[CH3:30][O:31][CH2:32][CH:33]([NH2:36])[CH2:34][CH3:35]. (2) Given the product [CH3:39][N:38]1[CH2:37][C:22]2[CH:23]=[C:24]([C:27]3[NH:28][C:29]([CH:32]4[CH2:36][CH2:35][CH2:34][NH:33]4)=[N:30][CH:31]=3)[CH:25]=[CH:26][C:21]=2[C:6]2[CH:7]=[CH:8][C:9]([C:11]3[NH:12][C:48]([CH:46]4[CH2:47][CH2:45][CH2:44][NH:43]4)=[N:14][CH:15]=3)=[CH:10][C:5]=2[C:3]1=[O:2], predict the reactants needed to synthesize it. The reactants are: C[O:2][C:3]([C:5]1[C:6]([C:21]2[CH:26]=[CH:25][C:24]([C:27]3[NH:28][C:29]([CH:32]4[CH2:36][CH2:35][CH2:34][NH:33]4)=[N:30][CH:31]=3)=[CH:23][C:22]=2[CH2:37][NH:38][CH3:39])=[CH:7][CH:8]=[C:9]([C:11]2[NH:12]C(C3CCCN3)=[N:14][CH:15]=2)[CH:10]=1)=O.C([N:43]([CH:46]([CH3:48])[CH3:47])[CH2:44][CH3:45])(C)C. (3) Given the product [Br:1][C:2]1[CH:3]=[C:4]([Cl:13])[C:5]([CH:8]([OH:12])[CH2:22][CH:23]([OH:24])[CH2:25][OH:18])=[N:6][CH:7]=1, predict the reactants needed to synthesize it. The reactants are: [Br:1][C:2]1[CH:3]=[C:4]([Cl:13])[C:5]([CH:8]([OH:12])CC=C)=[N:6][CH:7]=1.C[N+]1([O-])CC[O:18]CC1.[CH3:22][C:23]([CH3:25])=[O:24]. (4) Given the product [C:25]([Si:28]([CH3:30])([CH3:29])[O:21][CH2:20][CH2:19][O:18][CH2:17][CH2:16][O:15][C:14]1[CH:13]=[CH:12][C:11]([CH:10]=[CH:9][C:6]2[CH:5]=[CH:4][C:3]([NH:2][CH3:1])=[CH:8][CH:7]=2)=[CH:23][CH:22]=1)([CH3:27])([CH3:26])[CH3:24], predict the reactants needed to synthesize it. The reactants are: [CH3:1][NH:2][C:3]1[CH:8]=[CH:7][C:6]([CH:9]=[CH:10][C:11]2[CH:23]=[CH:22][C:14]([O:15][CH2:16][CH2:17][O:18][CH2:19][CH2:20][OH:21])=[CH:13][CH:12]=2)=[CH:5][CH:4]=1.[CH3:24][C:25]([Si:28](Cl)([CH3:30])[CH3:29])([CH3:27])[CH3:26].N1C=CN=C1. (5) Given the product [Cl:1][C:2]1[N:7]=[C:6]([N:10]2[CH2:15][CH2:14][CH:13]([OH:16])[CH2:12][CH2:11]2)[C:5]([CH3:9])=[CH:4][N:3]=1, predict the reactants needed to synthesize it. The reactants are: [Cl:1][C:2]1[N:7]=[C:6](Cl)[C:5]([CH3:9])=[CH:4][N:3]=1.[NH:10]1[CH2:15][CH2:14][CH:13]([OH:16])[CH2:12][CH2:11]1.C([O-])([O-])=O.[Na+].[Na+]. (6) Given the product [CH:1]1([CH2:4][O:5][C:6]2[N:11]=[C:10]([N:12]3[CH2:13][CH2:14][CH:15]([C:18]4[C:26]5[C:21](=[N:22][CH:23]=[CH:24][CH:25]=5)[NH:20][N:19]=4)[CH2:16][CH2:17]3)[N:9]=[C:8]([C:27]([NH:30][C@H:31]([CH3:34])[CH2:32][OH:33])=[O:29])[N:7]=2)[CH2:3][CH2:2]1, predict the reactants needed to synthesize it. The reactants are: [CH:1]1([CH2:4][O:5][C:6]2[N:11]=[C:10]([N:12]3[CH2:17][CH2:16][CH:15]([C:18]4[C:26]5[C:21](=[N:22][CH:23]=[CH:24][CH:25]=5)[NH:20][N:19]=4)[CH2:14][CH2:13]3)[N:9]=[C:8]([C:27]([OH:29])=O)[N:7]=2)[CH2:3][CH2:2]1.[NH2:30][C@H:31]([CH3:34])[CH2:32][OH:33].CN(C(ON1N=NC2C=CC=NC1=2)=[N+](C)C)C.F[P-](F)(F)(F)(F)F.